From a dataset of Full USPTO retrosynthesis dataset with 1.9M reactions from patents (1976-2016). Predict the reactants needed to synthesize the given product. (1) Given the product [CH:30]([O:33][C:34]1[N:35]=[C:36]([C:2]2[C:10]3[C:5](=[CH:6][CH:7]=[C:8]([C:11]4[N:15]=[C:14]([NH:16][CH:17]([CH3:18])[CH3:19])[O:13][N:12]=4)[CH:9]=3)[N:4]([S:20]([C:23]3[CH:29]=[CH:28][C:26]([CH3:27])=[CH:25][CH:24]=3)(=[O:21])=[O:22])[CH:3]=2)[CH:37]=[N:38][CH:39]=1)([CH3:32])[CH3:31], predict the reactants needed to synthesize it. The reactants are: I[C:2]1[C:10]2[C:5](=[CH:6][CH:7]=[C:8]([C:11]3[N:15]=[C:14]([NH:16][CH:17]([CH3:19])[CH3:18])[O:13][N:12]=3)[CH:9]=2)[N:4]([S:20]([C:23]2[CH:29]=[CH:28][C:26]([CH3:27])=[CH:25][CH:24]=2)(=[O:22])=[O:21])[CH:3]=1.[CH:30]([O:33][C:34]1[CH:39]=[N:38][CH:37]=[C:36]([Sn](C)(C)C)[N:35]=1)([CH3:32])[CH3:31]. (2) Given the product [CH:1]1[C:10]2[C:5](=[CH:6][CH:7]=[CH:8][CH:9]=2)[CH:4]=[CH:3][C:2]=1[CH2:11][N:12]1[C:18](=[O:19])[CH:17]([NH:20][C:21](=[O:40])[C@H:22]([O:23][CH3:24])[C@H:25]([OH:26])[C@@H:30]([OH:31])[C@H:29]([OH:28])/[CH:32]=[CH:33]/[C:34]([CH3:37])([CH3:35])[CH3:36])[CH2:16][S:15][CH2:14][CH2:13]1, predict the reactants needed to synthesize it. The reactants are: [CH:1]1[C:10]2[C:5](=[CH:6][CH:7]=[CH:8][CH:9]=2)[CH:4]=[CH:3][C:2]=1[CH2:11][N:12]1[C:18](=[O:19])[CH:17]([NH:20][C:21](=[O:40])[C@@H:22]([C@H:25]2[C@@H:30]([OH:31])[C@@H:29](/[CH:32]=[CH:33]/[C:34]([CH3:37])([CH3:36])[CH3:35])[O:28]C(C)(C)[O:26]2)[O:23][CH3:24])[CH2:16][S:15][CH2:14][CH2:13]1.Cl.[OH-].[Na+]. (3) Given the product [CH3:8][C:6]1[CH:5]=[C:4]([N:9]2[C:13]([C:19]#[N:24])=[CH:12][N:11]=[CH:10]2)[CH:3]=[C:2]([CH3:1])[CH:7]=1.[CH3:23][C:21]1[CH:20]=[C:19]([N:24]2[CH:28]=[C:27]([C:4]#[N:9])[N:26]=[CH:25]2)[CH:18]=[C:17]([CH3:16])[CH:22]=1, predict the reactants needed to synthesize it. The reactants are: [CH3:1][C:2]1[CH:3]=[C:4]([N:9]2[CH:13]=[C:12](C=O)[N:11]=[CH:10]2)[CH:5]=[C:6]([CH3:8])[CH:7]=1.[CH3:16][C:17]1[CH:18]=[C:19]([N:24]2[C:28](C=O)=[CH:27][N:26]=[CH:25]2)[CH:20]=[C:21]([CH3:23])[CH:22]=1.[OH-].[NH4+].II.S([O-])([O-])(=O)=S.[Na+].[Na+]. (4) Given the product [C:38]([O:37][C:35](=[O:36])[NH:42][C:43]1[CH:48]=[CH:47][CH:46]=[CH:45][C:44]=1[NH:49][C:21](=[O:22])/[CH:20]=[CH:19]/[C:16]1[CH:17]=[CH:18][N:14]([S:11]([C:2]2[CH:3]=[CH:4][C:5]3[C:10](=[CH:9][CH:8]=[CH:7][CH:6]=3)[CH:1]=2)(=[O:13])=[O:12])[CH:15]=1)([CH3:41])([CH3:39])[CH3:40], predict the reactants needed to synthesize it. The reactants are: [CH:1]1[C:10]2[C:5](=[CH:6][CH:7]=[CH:8][CH:9]=2)[CH:4]=[CH:3][C:2]=1[S:11]([N:14]1[CH:18]=[CH:17][C:16](/[CH:19]=[CH:20]/[C:21](O)=[O:22])=[CH:15]1)(=[O:13])=[O:12].C1C=CC2N(O)N=NC=2C=1.Cl.[C:35]([NH:42][C:43]1[CH:48]=[CH:47][CH:46]=[CH:45][C:44]=1[NH2:49])([O:37][C:38]([CH3:41])([CH3:40])[CH3:39])=[O:36]. (5) Given the product [CH2:9]([C:4]1[CH:5]=[CH:6][CH:7]=[CH:8][C:3]=1[Si:15]([CH2:14][CH2:13][C:12]([CH3:23])([CH3:22])[CH3:11])([O:18][CH3:19])[O:16][CH3:17])[CH3:10], predict the reactants needed to synthesize it. The reactants are: [Mg].Br[C:3]1[CH:8]=[CH:7][CH:6]=[CH:5][C:4]=1[CH2:9][CH3:10].[CH3:11][C:12]([CH3:23])([CH3:22])[CH2:13][CH2:14][Si:15](OC)([O:18][CH3:19])[O:16][CH3:17].[SiH4]. (6) The reactants are: [CH3:1][C:2]1([CH3:18])[C:6]([CH3:8])([CH3:7])[O:5][B:4]([C:9]2[CH:17]=[CH:16][C:12]([C:13]([OH:15])=O)=[CH:11][CH:10]=2)[O:3]1.[NH:19]1[CH2:23][C@H:22]([OH:24])[C@@H:21]([OH:25])[CH2:20]1. Given the product [OH:25][C@@H:21]1[C@@H:22]([OH:24])[CH2:23][N:19]([C:13]([C:12]2[CH:11]=[CH:10][C:9]([B:4]3[O:5][C:6]([CH3:7])([CH3:8])[C:2]([CH3:1])([CH3:18])[O:3]3)=[CH:17][CH:16]=2)=[O:15])[CH2:20]1, predict the reactants needed to synthesize it. (7) The reactants are: [NH2:1][C:2]1[CH:3]=[CH:4][C:5]2[CH2:11][CH2:10][CH2:9][C:8](=[O:12])[NH:7][C:6]=2[CH:13]=1.Cl[C:15]1[N:20]=[C:19]([NH:21][C:22]2[C:27]([S:28]([CH:31]([CH3:33])[CH3:32])(=[O:30])=[O:29])=[CH:26][CH:25]=[CH:24][C:23]=2[F:34])[C:18]([Cl:35])=[CH:17][N:16]=1. Given the product [Cl:35][C:18]1[C:19]([NH:21][C:22]2[C:27]([S:28]([CH:31]([CH3:32])[CH3:33])(=[O:30])=[O:29])=[CH:26][CH:25]=[CH:24][C:23]=2[F:34])=[N:20][C:15]([NH:1][C:2]2[CH:3]=[CH:4][C:5]3[CH2:11][CH2:10][CH2:9][C:8](=[O:12])[NH:7][C:6]=3[CH:13]=2)=[N:16][CH:17]=1, predict the reactants needed to synthesize it. (8) Given the product [Cl:1][C:2]1[CH:7]=[CH:6][C:5]([S:8]([N:11]([CH2:12][C:13]2[CH:18]=[CH:17][C:16]([C:19]3[N:20]=[CH:34][O:22][N:21]=3)=[CH:15][C:14]=2[F:23])[C@H:24]([CH2:28][CH2:29][C:30]([F:32])([F:33])[F:31])[C:25]([NH2:27])=[O:26])(=[O:10])=[O:9])=[CH:4][CH:3]=1, predict the reactants needed to synthesize it. The reactants are: [Cl:1][C:2]1[CH:7]=[CH:6][C:5]([S:8]([N:11]([C@H:24]([CH2:28][CH2:29][C:30]([F:33])([F:32])[F:31])[C:25]([NH2:27])=[O:26])[CH2:12][C:13]2[CH:18]=[CH:17][C:16]([C:19](=[N:21][OH:22])[NH2:20])=[CH:15][C:14]=2[F:23])(=[O:10])=[O:9])=[CH:4][CH:3]=1.[C:34](#N)C.C(OCC)(OCC)OCC.FC(F)(F)C(O)=O. (9) Given the product [Cl:23][C:14]1[C:15]([C:19]([F:22])([F:21])[F:20])=[CH:16][CH:17]=[CH:18][C:13]=1[C:11]([N:9]1[CH2:8][CH2:7][N:6]2[C:2]([C:29]3[CH:34]=[N:33][CH:32]=[CH:31][N:30]=3)=[CH:3][N:4]=[C:5]2[CH2:10]1)=[O:12], predict the reactants needed to synthesize it. The reactants are: Br[C:2]1[N:6]2[CH2:7][CH2:8][N:9]([C:11]([C:13]3[CH:18]=[CH:17][CH:16]=[C:15]([C:19]([F:22])([F:21])[F:20])[C:14]=3[Cl:23])=[O:12])[CH2:10][C:5]2=[N:4][CH:3]=1.C([Sn](CCCC)(CCCC)[C:29]1[CH:34]=[N:33][CH:32]=[CH:31][N:30]=1)CCC. (10) Given the product [F:1][C:2]([F:18])([F:17])[C:3]([OH:41])=[O:40].[C:21]1([CH2:20][CH2:19][NH:27][C:14](=[O:16])[C@@H:10]([CH:11]([CH3:12])[CH3:13])[NH:9][C:6]2[CH:5]=[CH:4][C:3]([C:2]([F:1])([F:18])[F:17])=[CH:8][CH:7]=2)[CH:26]=[CH:25][CH:24]=[CH:23][CH:22]=1, predict the reactants needed to synthesize it. The reactants are: [F:1][C:2]([F:18])([F:17])[C:3]1[CH:8]=[CH:7][C:6]([NH:9][C@@H:10]([C:14]([OH:16])=O)[CH:11]([CH3:13])[CH3:12])=[CH:5][CH:4]=1.[CH2:19]([NH2:27])[CH2:20][C:21]1[CH:26]=[CH:25][CH:24]=[CH:23][CH:22]=1.Cl.C(N=C=NCCCN(C)C)C.[OH2:40].[OH:41]N1C2C=CC=CC=2N=N1.